This data is from Full USPTO retrosynthesis dataset with 1.9M reactions from patents (1976-2016). The task is: Predict the reactants needed to synthesize the given product. (1) Given the product [CH:4]([C:3]1[CH:2]=[CH:21][C:14]([O:13][C:10]2[CH:11]=[CH:12][C:7]([Cl:6])=[C:8]([C:22]([F:24])([F:23])[F:25])[CH:9]=2)=[CH:15][CH:16]=1)=[CH2:5], predict the reactants needed to synthesize it. The reactants are: [Li][CH2:2][CH2:3][CH2:4][CH3:5].[Cl:6][C:7]1[CH:12]=[CH:11][C:10]([O:13][C:14]2[CH:21]=CC(C=O)=[CH:16][CH:15]=2)=[CH:9][C:8]=1[C:22]([F:25])([F:24])[F:23]. (2) Given the product [Br:16][CH:10]([C:7]1[CH:8]=[CH:9][C:4]([O:3][C:2]([F:14])([F:13])[F:1])=[CH:5][CH:6]=1)[CH3:11], predict the reactants needed to synthesize it. The reactants are: [F:1][C:2]([F:14])([F:13])[O:3][C:4]1[CH:9]=[CH:8][C:7]([CH:10](O)[CH3:11])=[CH:6][CH:5]=1.C(Br)(Br)(Br)[Br:16].C1C=CC(P(C2C=CC=CC=2)C2C=CC=CC=2)=CC=1. (3) Given the product [OH:25][C:23]([CH3:26])([CH3:24])[CH2:22][O:21][C:20]1[CH:27]=[CH:28][C:17]([N:12]2[CH:13]=[CH:14][C:9]([S:8][CH3:7])=[N:10][C:11]2=[O:15])=[CH:18][C:19]=1[O:29][CH3:30], predict the reactants needed to synthesize it. The reactants are: CNCCNC.[CH3:7][S:8][C:9]1[CH:14]=[CH:13][NH:12][C:11](=[O:15])[N:10]=1.Br[C:17]1[CH:28]=[CH:27][C:20]([O:21][CH2:22][C:23]([CH3:26])([OH:25])[CH3:24])=[C:19]([O:29][CH3:30])[CH:18]=1.P([O-])([O-])([O-])=O.[K+].[K+].[K+]. (4) Given the product [CH2:1]([N:3]([CH2:15][C:16]1[CH:21]=[CH:20][CH:19]=[CH:18][C:17]=1[F:22])[C:4](=[O:14])[CH2:5][O:6][C:7]1[CH:8]=[CH:9][C:10]([O:13][CH2:24][C:25]2[CH:34]=[CH:33][CH:32]=[CH:31][C:26]=2[C:27]([O:29][CH3:30])=[O:28])=[CH:11][CH:12]=1)[CH3:2], predict the reactants needed to synthesize it. The reactants are: [CH2:1]([N:3]([CH2:15][C:16]1[CH:21]=[CH:20][CH:19]=[CH:18][C:17]=1[F:22])[C:4](=[O:14])[CH2:5][O:6][C:7]1[CH:12]=[CH:11][C:10]([OH:13])=[CH:9][CH:8]=1)[CH3:2].Br[CH2:24][C:25]1[CH:34]=[CH:33][CH:32]=[CH:31][C:26]=1[C:27]([O:29][CH3:30])=[O:28].C(=O)([O-])[O-].[K+].[K+].CCOC(C)=O. (5) The reactants are: C=O.[Cl:3][C:4]1[N:5]=[C:6]([N:21]2[CH2:26][CH2:25][O:24][CH2:23][CH2:22]2)[C:7]2[N:13]=[C:12]([CH2:14][NH:15][CH2:16][C:17]([CH3:20])([OH:19])[CH3:18])[CH:11]=[CH:10][C:8]=2[N:9]=1.[C:27]([BH3-])#N.[Na+].CO. Given the product [Cl:3][C:4]1[N:5]=[C:6]([N:21]2[CH2:26][CH2:25][O:24][CH2:23][CH2:22]2)[C:7]2[N:13]=[C:12]([CH2:14][N:15]([CH3:27])[CH2:16][C:17]([CH3:20])([OH:19])[CH3:18])[CH:11]=[CH:10][C:8]=2[N:9]=1, predict the reactants needed to synthesize it. (6) Given the product [C:13]([O:17][C:18](=[O:19])[NH:20][C@@H:21]([CH3:25])[C:22]([NH:3][CH3:2])=[O:23])([CH3:16])([CH3:15])[CH3:14], predict the reactants needed to synthesize it. The reactants are: Cl.[CH3:2][N:3](C)CCCN=C=NCC.[C:13]([O:17][C:18]([NH:20][C@@H:21]([CH3:25])[C:22](O)=[O:23])=[O:19])([CH3:16])([CH3:15])[CH3:14].Cl.CN.ON1C2C=CC=CC=2N=N1. (7) Given the product [Cl:1][CH2:2][C:3]1[N:15]=[C:7]([C:8]2[CH:13]=[CH:12][CH:11]=[CH:10][CH:9]=2)[O:14][CH:5]=1, predict the reactants needed to synthesize it. The reactants are: [Cl:1][CH2:2][C:3]([CH2:5]Cl)=O.[C:7]([NH2:15])(=[O:14])[C:8]1[CH:13]=[CH:12][CH:11]=[CH:10][CH:9]=1. (8) Given the product [F:32][C:8]([F:7])([F:31])[C:9]1[N:13]2[N:14]=[C:15]([N:18]3[CH2:23][CH2:22][CH:21]([C:24]4[CH:25]=[CH:26][C:27]([O:30][CH2:34][C:35](=[O:37])[CH3:36])=[CH:28][CH:29]=4)[CH2:20][CH2:19]3)[CH2:16][CH2:17][C:12]2=[N:11][N:10]=1, predict the reactants needed to synthesize it. The reactants are: C(=O)([O-])[O-].[K+].[K+].[F:7][C:8]([F:32])([F:31])[C:9]1[N:13]2[N:14]=[C:15]([N:18]3[CH2:23][CH2:22][CH:21]([C:24]4[CH:29]=[CH:28][C:27]([OH:30])=[CH:26][CH:25]=4)[CH2:20][CH2:19]3)[CH2:16][CH2:17][C:12]2=[N:11][N:10]=1.Cl[CH2:34][C:35](=[O:37])[CH3:36]. (9) Given the product [C:1]([O:5][C:6]([NH:8][C@:9]([CH3:33])([CH2:12][CH2:13][CH2:14][C:15]1[CH:20]=[CH:19][C:18]([O:21][C:22]2[CH:27]=[CH:26][CH:25]=[C:24]([C:28]([F:29])([F:30])[F:31])[CH:23]=2)=[CH:17][C:16]=1[Cl:32])[CH2:10][O:11][P:39]([O:42][CH3:43])([O:40][CH3:41])=[O:44])=[O:7])([CH3:4])([CH3:2])[CH3:3], predict the reactants needed to synthesize it. The reactants are: [C:1]([O:5][C:6]([NH:8][C@:9]([CH3:33])([CH2:12][CH2:13][CH2:14][C:15]1[CH:20]=[CH:19][C:18]([O:21][C:22]2[CH:27]=[CH:26][CH:25]=[C:24]([C:28]([F:31])([F:30])[F:29])[CH:23]=2)=[CH:17][C:16]=1[Cl:32])[CH2:10][OH:11])=[O:7])([CH3:4])([CH3:3])[CH3:2].C(Br)(Br)(Br)Br.[P:39]([O:44]C)([O:42][CH3:43])[O:40][CH3:41].C(O)(=O)CC(CC(O)=O)(C(O)=O)O. (10) Given the product [Cl:1][C:2]1[N:3]=[CH:4][C:5]2[CH:24]=[C:25]([CH:26]([O:27][CH2:28][CH3:29])[O:30][CH2:31][CH3:32])[N:8]([CH2:9][CH:10]([NH:13][C:14](=[O:23])[O:15][CH2:16][C:17]3[CH:22]=[CH:21][CH:20]=[CH:19][CH:18]=3)[CH2:11][CH3:12])[C:6]=2[N:7]=1, predict the reactants needed to synthesize it. The reactants are: [Cl:1][C:2]1[N:7]=[C:6]([NH:8][CH2:9][CH:10]([NH:13][C:14](=[O:23])[O:15][CH2:16][C:17]2[CH:22]=[CH:21][CH:20]=[CH:19][CH:18]=2)[CH2:11][CH3:12])[C:5]([C:24]#[C:25][CH:26]([O:30][CH2:31][CH3:32])[O:27][CH2:28][CH3:29])=[CH:4][N:3]=1.CCCC[N+](CCCC)(CCCC)CCCC.[F-].ClC1N=CC2C=C(C(OCC)OCC)N(CCNC(=O)OC(C)(C)C)C=2N=1.